This data is from Forward reaction prediction with 1.9M reactions from USPTO patents (1976-2016). The task is: Predict the product of the given reaction. (1) Given the reactants [CH3:1][C:2]([NH:18][CH2:19][CH:20]([C:22]1[CH:23]=[C:24]([NH:28][S:29]([C:32]2[CH:37]=[CH:36][CH:35]=[CH:34][CH:33]=2)(=[O:31])=[O:30])[CH:25]=[CH:26][CH:27]=1)[OH:21])([CH3:17])[CH2:3][CH2:4][N:5]1[C:9]2[CH:10]=[C:11]([N+:14]([O-])=O)[CH:12]=[CH:13][C:8]=2[N:7]=[CH:6]1.[H][H], predict the reaction product. The product is: [NH2:14][C:11]1[CH:12]=[CH:13][C:8]2[N:7]=[CH:6][N:5]([CH2:4][CH2:3][C:2]([NH:18][CH2:19][CH:20]([C:22]3[CH:23]=[C:24]([NH:28][S:29]([C:32]4[CH:37]=[CH:36][CH:35]=[CH:34][CH:33]=4)(=[O:31])=[O:30])[CH:25]=[CH:26][CH:27]=3)[OH:21])([CH3:1])[CH3:17])[C:9]=2[CH:10]=1. (2) Given the reactants [Br:1][C:2]1[CH:7]=[CH:6][C:5]([CH2:8]Br)=[C:4]([N+:10]([O-:12])=[O:11])[CH:3]=1.[F:13][C:14]1[C:19]([F:20])=[CH:18][CH:17]=[CH:16][C:15]=1[C:21]1[N:29]=[C:24]2[CH:25]=[N:26][NH:27][CH:28]=[C:23]2[N:22]=1.C(=O)([O-])[O-].[K+].[K+], predict the reaction product. The product is: [Br:1][C:2]1[CH:7]=[CH:6][C:5]([CH2:8][N:26]2[CH:25]=[C:24]3[N:29]=[C:21]([C:15]4[CH:16]=[CH:17][CH:18]=[C:19]([F:20])[C:14]=4[F:13])[N:22]=[C:23]3[CH:28]=[N:27]2)=[C:4]([N+:10]([O-:12])=[O:11])[CH:3]=1. (3) Given the reactants C[O:2][C:3](=[O:29])[C:4]1[CH:9]=[CH:8][C:7]([CH:10]=[CH:11][C:12]2[C:21]([CH2:22][CH2:23][CH3:24])=[CH:20][C:19]3[C:18]([CH3:26])([CH3:25])[CH2:17][CH2:16][C:15]([CH3:28])([CH3:27])[C:14]=3[CH:13]=2)=[CH:6][CH:5]=1, predict the reaction product. The product is: [CH2:22]([C:21]1[C:12]([CH:11]=[CH:10][C:7]2[CH:8]=[CH:9][C:4]([C:3]([OH:29])=[O:2])=[CH:5][CH:6]=2)=[CH:13][C:14]2[C:15]([CH3:28])([CH3:27])[CH2:16][CH2:17][C:18]([CH3:25])([CH3:26])[C:19]=2[CH:20]=1)[CH2:23][CH3:24]. (4) Given the reactants [OH:1]/[N:2]=[C:3](/[NH2:10])\[C:4]1[CH:9]=[CH:8][CH:7]=[CH:6][CH:5]=1.CO[CH:13](OC)[CH2:14][C:15](=O)[CH3:16].C(O)(C(F)(F)F)=O, predict the reaction product. The product is: [CH3:16][C:15]1[N+:2]([O-:1])=[C:3]([C:4]2[CH:9]=[CH:8][CH:7]=[CH:6][CH:5]=2)[N:10]=[CH:13][CH:14]=1. (5) Given the reactants [CH3:1][C:2]1[CH:3]=[C:4]2[C:9](=[CH:10][CH:11]=1)[N:8]=[CH:7][CH:6]=[N:5]2.Br[N:13]1[C:17](=O)[CH2:16][CH2:15][C:14]1=O.C(OOC(=O)C1C=CC=CC=1)(=O)C1C=CC=CC=1.BrCC1C=C2C(=CC=1)N=CC=N2, predict the reaction product. The product is: [CH2:14]([NH:13][CH2:1][C:2]1[CH:3]=[C:4]2[C:9](=[CH:10][CH:11]=1)[N:8]=[CH:7][CH:6]=[N:5]2)[CH2:15][CH2:16][CH3:17]. (6) Given the reactants O[CH2:2][C:3]1[CH:16]=[N:15][C:6]2[N:7]([CH:12]([CH3:14])[CH3:13])[CH2:8][C:9](=[O:11])[NH:10][C:5]=2[CH:4]=1.[I-].C(C[P+](C)(C)C)#N.CCN(C(C)C)C(C)C.Cl.[Cl:35][C:36]1[CH:41]=[CH:40][C:39]([CH:42]2[CH2:47][CH2:46][NH:45][CH2:44][CH2:43]2)=[CH:38][CH:37]=1, predict the reaction product. The product is: [Cl:35][C:36]1[CH:41]=[CH:40][C:39]([CH:42]2[CH2:43][CH2:44][N:45]([CH2:2][C:3]3[CH:16]=[N:15][C:6]4[N:7]([CH:12]([CH3:14])[CH3:13])[CH2:8][C:9](=[O:11])[NH:10][C:5]=4[CH:4]=3)[CH2:46][CH2:47]2)=[CH:38][CH:37]=1.